From a dataset of Peptide-MHC class II binding affinity with 134,281 pairs from IEDB. Regression. Given a peptide amino acid sequence and an MHC pseudo amino acid sequence, predict their binding affinity value. This is MHC class II binding data. (1) The peptide sequence is HAYYLQYKNVRPDYL. The MHC is HLA-DPA10201-DPB11401 with pseudo-sequence HLA-DPA10201-DPB11401. The binding affinity (normalized) is 0.170. (2) The peptide sequence is ALRIIAGTPEVHAVK. The MHC is DRB1_1501 with pseudo-sequence DRB1_1501. The binding affinity (normalized) is 0.497. (3) The peptide sequence is KKLVLNIKYTRPGDS. The MHC is DRB1_0301 with pseudo-sequence DRB1_0301. The binding affinity (normalized) is 0.563. (4) The peptide sequence is TEDDFKNIAAAGLNHV. The MHC is DRB1_0401 with pseudo-sequence DRB1_0401. The binding affinity (normalized) is 0.189. (5) The peptide sequence is RAKDPPAGTRKIMKV. The binding affinity (normalized) is 0.293. The MHC is DRB1_0301 with pseudo-sequence DRB1_0301.